From a dataset of Forward reaction prediction with 1.9M reactions from USPTO patents (1976-2016). Predict the product of the given reaction. (1) The product is: [F:9][CH:8]([F:10])[C:5]1[CH:6]=[CH:7][C:2]([B:11]2[O:15][C:14]([CH3:17])([CH3:16])[C:13]([CH3:19])([CH3:18])[O:12]2)=[CH:3][CH:4]=1. Given the reactants Br[C:2]1[CH:7]=[CH:6][C:5]([CH:8]([F:10])[F:9])=[CH:4][CH:3]=1.[B:11]1([B:11]2[O:15][C:14]([CH3:17])([CH3:16])[C:13]([CH3:19])([CH3:18])[O:12]2)[O:15][C:14]([CH3:17])([CH3:16])[C:13]([CH3:19])([CH3:18])[O:12]1.C([O-])(=O)C.[K+], predict the reaction product. (2) The product is: [C:3]([C:6]1[N:11]=[C:10]([C:12]2[CH:17]=[CH:16][C:15]([C:18]3[CH:23]=[CH:22][C:21]([CH2:24][C:25]([NH:27][C@@H:28]([CH2:34][CH:35]([CH3:37])[CH3:36])[C:29]([OH:31])=[O:30])=[O:26])=[CH:20][C:19]=3[Cl:38])=[CH:14][CH:13]=2)[C:9]([CH3:39])=[N:8][C:7]=1[CH3:40])(=[O:5])[NH2:4]. Given the reactants [OH-].[K+].[C:3]([C:6]1[N:11]=[C:10]([C:12]2[CH:17]=[CH:16][C:15]([C:18]3[CH:23]=[CH:22][C:21]([CH2:24][C:25]([NH:27][C@@H:28]([CH2:34][CH:35]([CH3:37])[CH3:36])[C:29]([O:31]CC)=[O:30])=[O:26])=[CH:20][C:19]=3[Cl:38])=[CH:14][CH:13]=2)[C:9]([CH3:39])=[N:8][C:7]=1[CH3:40])(=[O:5])[NH2:4], predict the reaction product.